From a dataset of Experimentally validated miRNA-target interactions with 360,000+ pairs, plus equal number of negative samples. Binary Classification. Given a miRNA mature sequence and a target amino acid sequence, predict their likelihood of interaction. (1) The miRNA is hsa-miR-6882-3p with sequence UGCUGCCUCUCCUCUUGCCUGCAG. The protein sequence of the target gene is MSAHLQWMVVRNCSSFLIKRNKQTYSTEPNNLKARNSFRYNGLIHRKTVGVEPAADGKGVVVVIKRRSGQRKPATSYVRTTINKNARATLSSIRHMIRKNKYRPDLRMAAIRRASAILRSQKPVMVKRKRTRPTKSS. Result: 1 (interaction). (2) The miRNA is hsa-miR-5586-3p with sequence CAGAGUGACAAGCUGGUUAAAG. The protein sequence of the target gene is MEEVPPYSLSSTLFQQEEQSGVTYRIPALLYLPPTHTFLAFAEKRTSVRDEDAACLVLRRGLMKGRSVQWGPQRLLMEATLPGHRTMNPCPVWEKNTGRVYLFFICVRGHVTERCQIVWGKNAARLCFLCSEDAGCSWGEVKDLTEEVIGSEVKRWATFAVGPGHGIQLHSGRLIIPAYAYYVSRWFLCFACSVKPHSLMIYSDDFGVTWHHGKFIEPQVTGECQVAEVAGTAGNPVLYCSARTPSRFRAEAFSTDSGGCFQKPTLNPQLHEPRTGCQGSVVSFRPLKMPNTYQDSIGKG.... Result: 0 (no interaction). (3) Result: 1 (interaction). The protein sequence of the target gene is MVGGGGVGGGLLENANPLIYQRSGERPVTAGEEDEQVPDSIDAREIFDLIRSINDPEHPLTLEELNVVEQVRVQVSDPESTVAVAFTPTIPHCSMATLIGLSIKVKLLRSLPQRFKMDVHITPGTHASEHAVNKQLADKERVAAALENTHLLEVVNQCLSARS. The miRNA is hsa-miR-155-5p with sequence UUAAUGCUAAUCGUGAUAGGGGUU. (4) The miRNA is mmu-miR-297a-5p with sequence AUGUAUGUGUGCAUGUGCAUGU. The protein sequence of the target gene is MEQLKAFDNEVNAFLDNMFGPRDSRVRGWFLLDSYLPTFILTITYLLSIWLGNKYMKNRPALSLRGILTLYNLAITLLSAYMLVELILSSWEGGYNLQCQNLDSAGEGDVRVAKVLWWYYFSKLVEFLDTIFFVLRKKTNQITFLHVYHHASMFNIWWCVLNWIPCGQSFFGPTLNSFIHILMYSYYGLSVFPSMHKYLWWKKYLTQAQLVQFVLTITHTLSAVVKPCGFPFGCLIFQSSYMMTLVILFLNFYIQTYRKKPVKKELQEKEVKNGFPKAHLIVANGMTDKKAQ. Result: 1 (interaction).